Dataset: NCI-60 drug combinations with 297,098 pairs across 59 cell lines. Task: Regression. Given two drug SMILES strings and cell line genomic features, predict the synergy score measuring deviation from expected non-interaction effect. (1) Drug 1: CCC1(CC2CC(C3=C(CCN(C2)C1)C4=CC=CC=C4N3)(C5=C(C=C6C(=C5)C78CCN9C7C(C=CC9)(C(C(C8N6C=O)(C(=O)OC)O)OC(=O)C)CC)OC)C(=O)OC)O.OS(=O)(=O)O. Drug 2: C1=CN(C=N1)CC(O)(P(=O)(O)O)P(=O)(O)O. Cell line: SF-295. Synergy scores: CSS=-0.955, Synergy_ZIP=-1.45, Synergy_Bliss=-4.79, Synergy_Loewe=-2.62, Synergy_HSA=-5.02. (2) Drug 2: CC(C)NC(=O)C1=CC=C(C=C1)CNNC.Cl. Cell line: LOX IMVI. Drug 1: CC12CCC(CC1=CCC3C2CCC4(C3CC=C4C5=CN=CC=C5)C)O. Synergy scores: CSS=64.5, Synergy_ZIP=17.6, Synergy_Bliss=21.1, Synergy_Loewe=16.0, Synergy_HSA=24.7. (3) Drug 2: CCC1(CC2CC(C3=C(CCN(C2)C1)C4=CC=CC=C4N3)(C5=C(C=C6C(=C5)C78CCN9C7C(C=CC9)(C(C(C8N6C)(C(=O)OC)O)OC(=O)C)CC)OC)C(=O)OC)O.OS(=O)(=O)O. Cell line: M14. Synergy scores: CSS=34.6, Synergy_ZIP=-8.22, Synergy_Bliss=-4.89, Synergy_Loewe=-22.2, Synergy_HSA=-2.54. Drug 1: CC12CCC3C(C1CCC2=O)CC(=C)C4=CC(=O)C=CC34C. (4) Drug 1: C1=CC(=CC=C1CCCC(=O)O)N(CCCl)CCCl. Drug 2: COCCOC1=C(C=C2C(=C1)C(=NC=N2)NC3=CC=CC(=C3)C#C)OCCOC.Cl. Cell line: K-562. Synergy scores: CSS=16.5, Synergy_ZIP=-7.08, Synergy_Bliss=-2.99, Synergy_Loewe=-7.17, Synergy_HSA=-6.28. (5) Drug 1: COC1=C(C=C2C(=C1)N=CN=C2NC3=CC(=C(C=C3)F)Cl)OCCCN4CCOCC4. Drug 2: C1=CN(C(=O)N=C1N)C2C(C(C(O2)CO)O)O.Cl. Cell line: MALME-3M. Synergy scores: CSS=53.9, Synergy_ZIP=-0.816, Synergy_Bliss=0.0639, Synergy_Loewe=-4.80, Synergy_HSA=3.65. (6) Drug 1: CCCCCOC(=O)NC1=NC(=O)N(C=C1F)C2C(C(C(O2)C)O)O. Drug 2: CS(=O)(=O)OCCCCOS(=O)(=O)C. Cell line: OVCAR-4. Synergy scores: CSS=-1.03, Synergy_ZIP=0.130, Synergy_Bliss=-2.59, Synergy_Loewe=-7.81, Synergy_HSA=-6.89.